This data is from Forward reaction prediction with 1.9M reactions from USPTO patents (1976-2016). The task is: Predict the product of the given reaction. (1) Given the reactants [H-].[Na+].[O:3]=[C:4]([CH2:10][CH2:11][CH2:12][CH3:13])[CH2:5][C:6]([O:8][CH3:9])=[O:7].[CH2:14]([Li])[CH2:15][CH2:16]C.C(Br)C=C.Cl.[Cl-].[NH4+].[BH4-].[Na+], predict the reaction product. The product is: [CH2:11]([CH:10]([CH2:16][CH:15]=[CH2:14])[CH:4]([OH:3])[CH2:5][C:6]([O:8][CH3:9])=[O:7])[CH2:12][CH3:13]. (2) Given the reactants Br[C:2]1[S:6][C:5]([C:7]2[C:12]([CH2:13][CH3:14])=[CH:11][CH:10]=[CH:9][C:8]=2[CH2:15][CH3:16])=[N:4][C:3]=1[CH3:17].C1C[O:21][CH2:20]C1, predict the reaction product. The product is: [CH2:15]([C:8]1[CH:9]=[CH:10][CH:11]=[C:12]([CH2:13][CH3:14])[C:7]=1[C:5]1[S:6][C:2]([CH:20]=[O:21])=[C:3]([CH3:17])[N:4]=1)[CH3:16]. (3) Given the reactants [CH3:1][C:2]1[C:7]([NH:8][C:9]([C:11]2[CH:12]=[CH:13][C:14]3[C@@:20]4([CH2:29][C:30]5[CH:35]=[CH:34][CH:33]=[CH:32][CH:31]=5)[CH2:21][CH2:22][C@@:23]([OH:28])([CH2:25]OC)[CH2:24][C@H:19]4[CH2:18][CH2:17][CH2:16][C:15]=3[CH:36]=2)=[O:10])=[CH:6][CH:5]=[CH:4][N:3]=1.[CH3:37][C:38]1[C:43]([NH:44][C:45]([C:47]2[CH:48]=[CH:49][C:50]3[C@:56]4([CH2:65][C:66]5[CH:71]=[CH:70][CH:69]=[CH:68][CH:67]=5)[CH2:57][CH2:58][C@:59]([OH:64])([CH2:61]OC)[CH2:60][C@@H:55]4[CH2:54][CH2:53][CH2:52][C:51]=3[CH:72]=2)=[O:46])=[CH:42][CH:41]=[CH:40][N:39]=1.[Li+].[CH3:74][Si](C#[C-])(C)C.CCCC[N+](CCCC)(CCCC)CCCC.[F-], predict the reaction product. The product is: [CH3:1][C:2]1[C:7]([NH:8][C:9]([C:11]2[CH:12]=[CH:13][C:14]3[C@:20]4([CH2:29][C:30]5[CH:31]=[CH:32][CH:33]=[CH:34][CH:35]=5)[CH2:21][CH2:22][C@:23]([C:25]#[CH:37])([OH:28])[CH2:24][C@@H:19]4[CH2:18][CH2:17][CH2:16][C:15]=3[CH:36]=2)=[O:10])=[CH:6][CH:5]=[CH:4][N:3]=1.[CH3:37][C:38]1[C:43]([NH:44][C:45]([C:47]2[CH:48]=[CH:49][C:50]3[C@@:56]4([CH2:65][C:66]5[CH:67]=[CH:68][CH:69]=[CH:70][CH:71]=5)[CH2:57][CH2:58][C@@:59]([C:61]#[CH:74])([OH:64])[CH2:60][C@H:55]4[CH2:54][CH2:53][CH2:52][C:51]=3[CH:72]=2)=[O:46])=[CH:42][CH:41]=[CH:40][N:39]=1. (4) Given the reactants [CH2:1]([Mg]Cl)[C:2]1[CH:7]=[CH:6][CH:5]=[CH:4][CH:3]=1.C([O:12][C:13]1[CH2:17][CH2:16][C:15](=O)[CH:14]=1)C.Cl, predict the reaction product. The product is: [CH2:1]([C:15]1[CH2:16][CH2:17][C:13](=[O:12])[CH:14]=1)[C:2]1[CH:7]=[CH:6][CH:5]=[CH:4][CH:3]=1. (5) Given the reactants [NH2:1][C:2]1[NH:3][N:4]=[C:5]([C:7]2[CH:12]=[CH:11][N:10]=[CH:9][CH:8]=2)[CH:6]=1.C([O:15][C:16](=O)[CH2:17][C:18]([C:20]([F:23])([F:22])[F:21])=[O:19])C.C(O)(=O)C, predict the reaction product. The product is: [F:21][C:20]([F:23])([F:22])[C:18](=[O:19])[CH2:17][C:16]([NH:1][C:2]1[NH:3][N:4]=[C:5]([C:7]2[CH:12]=[CH:11][N:10]=[CH:9][CH:8]=2)[CH:6]=1)=[O:15]. (6) Given the reactants C(OC([N:8]1[CH2:13][C:12]([C:14](=[O:16])[NH2:15])=[CH:11][CH2:10][CH2:9]1)=O)(C)(C)C.[F:17][C:18]([F:23])([F:22])[C:19]([OH:21])=[O:20], predict the reaction product. The product is: [F:17][C:18]([F:23])([F:22])[C:19]([OH:21])=[O:20].[C:14]([C:12]1[CH2:13][NH:8][CH2:9][CH2:10][CH:11]=1)(=[O:16])[NH2:15]. (7) Given the reactants [Cl:1][C:2]1[C:3]([C:23]2[N:27]3[CH:28]=[CH:29][CH:30]=[CH:31][C:26]3=[N:25][CH:24]=2)=[N:4][C:5]([NH:8][C:9]2[CH:14]=[CH:13][C:12]([N:15]3[CH2:20][CH2:19][NH:18][CH2:17][CH2:16]3)=[CH:11][C:10]=2[O:21][CH3:22])=[N:6][CH:7]=1.[C:32](#[N:35])[CH:33]=[CH2:34], predict the reaction product. The product is: [Cl:1][C:2]1[C:3]([C:23]2[N:27]3[CH:28]=[CH:29][CH:30]=[CH:31][C:26]3=[N:25][CH:24]=2)=[N:4][C:5]([NH:8][C:9]2[CH:14]=[CH:13][C:12]([N:15]3[CH2:16][CH2:17][N:18]([CH2:34][CH2:33][C:32]#[N:35])[CH2:19][CH2:20]3)=[CH:11][C:10]=2[O:21][CH3:22])=[N:6][CH:7]=1.